Dataset: Catalyst prediction with 721,799 reactions and 888 catalyst types from USPTO. Task: Predict which catalyst facilitates the given reaction. (1) Reactant: [F:1][C:2]1[CH:3]=[C:4]([OH:13])[C:5]2[CH:6]=[CH:7][C:8]([CH3:12])=[N:9][C:10]=2[CH:11]=1.C(N(C(C)C)CC)(C)C.[F:23][C:24]([F:37])([F:36])[S:25](O[S:25]([C:24]([F:37])([F:36])[F:23])(=[O:27])=[O:26])(=[O:27])=[O:26].[Cl-].[NH4+]. Product: [F:23][C:24]([F:37])([F:36])[S:25]([O:13][C:4]1[CH:3]=[C:2]([F:1])[CH:11]=[C:10]2[C:5]=1[CH:6]=[CH:7][C:8]([CH3:12])=[N:9]2)(=[O:27])=[O:26]. The catalyst class is: 2. (2) Reactant: [Si](OC[C@@H]1C[C@@H](O)CN1)(C(C)(C)C)(C)C.[CH2:16]([O:23][C:24]1[C:43]([O:44][CH3:45])=[CH:42][C:27]([C:28]([N:30]2[CH:34]=[C:33](CC(OC)=O)[CH2:32][C@H:31]2[CH2:40]O)=[O:29])=[C:26]([N+:46]([O-])=O)[CH:25]=1)C1C=CC=CC=1. Product: [CH3:45][O:44][C:43]1[C:24]([O:23][CH3:16])=[CH:25][C:26]2[N:46]=[CH:40][C@@H:31]3[CH2:32][CH2:33][CH2:34][N:30]3[C:28](=[O:29])[C:27]=2[CH:42]=1. The catalyst class is: 22.